From a dataset of Full USPTO retrosynthesis dataset with 1.9M reactions from patents (1976-2016). Predict the reactants needed to synthesize the given product. Given the product [OH:5][CH2:4][CH2:3][CH2:2][O:5][CH:4]([CH3:6])[CH2:3][CH2:2][C:1]([O:8][CH2:11][CH2:10][CH2:9][OH:13])=[O:7], predict the reactants needed to synthesize it. The reactants are: [C:1]([OH:8])(=[O:7])[CH2:2][CH2:3][C:4]([CH3:6])=[O:5].[CH2:9]([OH:13])[CH2:10][CH2:11]O.